This data is from Forward reaction prediction with 1.9M reactions from USPTO patents (1976-2016). The task is: Predict the product of the given reaction. (1) The product is: [NH2:2][C@H:3]([C:9]1[CH:14]=[CH:13][C:12]([F:15])=[CH:11][CH:10]=1)[CH2:4][C:5]1([OH:7])[CH2:17][CH2:16]1. Given the reactants Cl.[NH2:2][C@H:3]([C:9]1[CH:14]=[CH:13][C:12]([F:15])=[CH:11][CH:10]=1)[CH2:4][C:5]([O:7]C)=O.[CH:16](N(C(C)C)CC)(C)[CH3:17].ClC(OCC1C=CC=CC=1)=O, predict the reaction product. (2) Given the reactants Br[C:2]1[N:7]=[C:6]([CH2:8][O:9][N:10]=[C:11]([C:18]2[N:22]([CH3:23])[N:21]=[N:20][N:19]=2)[C:12]2[CH:17]=[CH:16][CH:15]=[CH:14][CH:13]=2)[CH:5]=[CH:4][CH:3]=1.[CH2:24]([SH:29])[CH2:25][CH2:26][CH2:27][CH3:28].C([O-])([O-])=O.[Cs+].[Cs+].C([O-])(O)=O.[Na+].[O-]S([O-])(=S)=O.[Na+].[Na+], predict the reaction product. The product is: [CH3:23][N:22]1[C:18]([C:11]([C:12]2[CH:17]=[CH:16][CH:15]=[CH:14][CH:13]=2)=[N:10][O:9][CH2:8][C:6]2[CH:5]=[CH:4][CH:3]=[C:2]([S:29][CH2:24][CH2:25][CH2:26][CH2:27][CH3:28])[N:7]=2)=[N:19][N:20]=[N:21]1. (3) Given the reactants [C:1]([O:5][C@@H:6]([C:9]1[C:10]([C:23]2[CH:28]=[CH:27][C:26]([Cl:29])=[CH:25][CH:24]=2)=[C:11]2[C:16](=[CH:17][C:18]=1[CH3:19])[N:15]=[C:14]([CH2:20][O:21][CH3:22])[CH:13]=[CH:12]2)[CH2:7][OH:8])([CH3:4])([CH3:3])[CH3:2].[O-][CH2:31]C.[Na+], predict the reaction product. The product is: [C:1]([O:5][C@@H:6]([C:9]1[C:10]([C:23]2[CH:24]=[CH:25][C:26]([Cl:29])=[CH:27][CH:28]=2)=[C:11]2[C:16](=[CH:17][C:18]=1[CH3:19])[N:15]=[C:14]([CH2:20][O:21][CH2:22][CH3:31])[CH:13]=[CH:12]2)[CH2:7][OH:8])([CH3:4])([CH3:2])[CH3:3]. (4) Given the reactants [CH3:1][C:2]1([CH3:25])[C:6]([C:7]2[CH:8]=[C:9]([CH:14]=[CH:15][C:16]=2OS(C(F)(F)F)(=O)=O)[C:10]([O:12][CH3:13])=[O:11])=[CH:5][CH2:4][CH2:3]1.[F:26][C:27]1[CH:32]=[CH:31][C:30]([F:33])=[CH:29][C:28]=1B(O)O.C(=O)([O-])[O-].[K+].[K+], predict the reaction product. The product is: [CH3:25][C:2]1([CH3:1])[C:6]([C:7]2[CH:8]=[C:9]([C:10]([O:12][CH3:13])=[O:11])[CH:14]=[CH:15][C:16]=2[C:31]2[CH:32]=[C:27]([F:26])[CH:28]=[CH:29][C:30]=2[F:33])=[CH:5][CH2:4][CH2:3]1. (5) Given the reactants [C:1]([C:3]1[CH:12]=[CH:11][CH:10]=[C:9]2[C:4]=1[CH2:5][CH2:6][N:7]1[C:17](=[O:18])[CH2:16][N:15]=[C:14]([C:19]3[CH:24]=[CH:23][CH:22]=[C:21]([O:25][CH3:26])[CH:20]=3)[CH:13]=[C:8]12)#[CH:2].C([O-])([O-])=O.[K+].[K+], predict the reaction product. The product is: [CH2:1]([C:3]1[CH:12]=[CH:11][CH:10]=[C:9]2[C:4]=1[CH2:5][CH2:6][N:7]1[C:17](=[O:18])[CH2:16][N:15]=[C:14]([C:19]3[CH:24]=[CH:23][CH:22]=[C:21]([O:25][CH3:26])[CH:20]=3)[CH:13]=[C:8]12)[CH3:2]. (6) Given the reactants [NH2:1][C:2]1[CH:7]=[CH:6][C:5]([NH:8][C:9](=[O:28])[NH:10][C:11]2[CH:27]=[CH:26][C:14]([O:15][C:16]3[CH:21]=[CH:20][N:19]=[C:18]([C:22]([NH:24][CH3:25])=[O:23])[CH:17]=3)=[CH:13][CH:12]=2)=[CH:4][C:3]=1[C:29]([F:32])([F:31])[F:30].N1C=CC=CC=1.[C:39](Cl)(=[O:42])[CH:40]=[CH2:41], predict the reaction product. The product is: [C:39]([NH:1][C:2]1[CH:7]=[CH:6][C:5]([NH:8][C:9](=[O:28])[NH:10][C:11]2[CH:27]=[CH:26][C:14]([O:15][C:16]3[CH:21]=[CH:20][N:19]=[C:18]([C:22]([NH:24][CH3:25])=[O:23])[CH:17]=3)=[CH:13][CH:12]=2)=[CH:4][C:3]=1[C:29]([F:32])([F:30])[F:31])(=[O:42])[CH:40]=[CH2:41]. (7) The product is: [C:9]([NH:13][CH2:2][CH2:3][S:4]([OH:7])(=[O:6])=[O:5])([CH3:12])([CH3:11])[CH3:10]. Given the reactants Br[CH2:2][CH2:3][S:4]([OH:7])(=[O:6])=[O:5].[Na].[C:9]([NH2:13])([CH3:12])([CH3:11])[CH3:10].C(S(O)(=O)=O)=C, predict the reaction product. (8) Given the reactants Cl.[Br:2][C:3]1[CH:4]=[C:5]([CH:8]=[CH:9][C:10]=1[F:11])[CH2:6][NH2:7].[C:12](O[C:12]([C:14]([F:17])([F:16])[F:15])=[O:13])([C:14]([F:17])([F:16])[F:15])=[O:13], predict the reaction product. The product is: [Br:2][C:3]1[CH:4]=[C:5]([CH:8]=[CH:9][C:10]=1[F:11])[CH2:6][NH:7][C:12](=[O:13])[C:14]([F:17])([F:16])[F:15]. (9) Given the reactants [OH:1][C:2]1[CH:7]=[CH:6][C:5]([N:8]2[C:12]([CH3:14])([CH3:13])[C:11](=[O:15])[N:10]([C:16]3[CH:23]=[CH:22][C:19]([C:20]#[N:21])=[C:18]([C:24]([F:27])([F:26])[F:25])[CH:17]=3)[C:9]2=[S:28])=[CH:4][CH:3]=1.[O:29]1[CH2:32][CH:31](OS(C2C=CC(C)=CC=2)(=O)=O)[CH2:30]1.C(=O)([O-])[O-].[K+].[K+].O, predict the reaction product. The product is: [CH3:13][C:12]1([CH3:14])[C:11](=[O:15])[N:10]([C:16]2[CH:23]=[CH:22][C:19]([C:20]#[N:21])=[C:18]([C:24]([F:26])([F:27])[F:25])[CH:17]=2)[C:9](=[S:28])[N:8]1[C:5]1[CH:4]=[CH:3][C:2]([O:1][CH:31]2[CH2:32][O:29][CH2:30]2)=[CH:7][CH:6]=1. (10) Given the reactants [CH2:1]([C:4]1[C:9]([OH:10])=[CH:8][CH:7]=[CH:6][C:5]=1[OH:11])[CH2:2][CH3:3].[F:12][C:13]([F:23])([F:22])[C:14](=O)[CH2:15][C:16](OCC)=[O:17], predict the reaction product. The product is: [OH:11][C:5]1[C:4]([CH2:1][CH2:2][CH3:3])=[C:9]2[C:8]([C:14]([C:13]([F:23])([F:22])[F:12])=[CH:15][C:16](=[O:17])[O:10]2)=[CH:7][CH:6]=1.